Dataset: Forward reaction prediction with 1.9M reactions from USPTO patents (1976-2016). Task: Predict the product of the given reaction. (1) Given the reactants [I:1][C:2]1[CH:3]=[C:4]([CH:7]=[CH:8][C:9]=1[CH3:10])[CH:5]=O.[CH2:11]1[C:16](=O)[CH2:15][C:13](=[O:14])[CH2:12]1.[NH2:18][C:19]1[N:23]([CH3:24])[NH:22][C:21](=[O:25])[CH:20]=1, predict the reaction product. The product is: [I:1][C:2]1[CH:3]=[C:4]([CH:5]2[C:20]3[C:21](=[O:25])[NH:22][N:23]([CH3:24])[C:19]=3[NH:18][C:16]3[CH2:11][CH2:12][C:13](=[O:14])[C:15]2=3)[CH:7]=[CH:8][C:9]=1[CH3:10]. (2) Given the reactants [CH3:1][N:2]1[C:6]2=[CH:7][CH:8]=[C:9]3[C:14]([N:13]=[C:12]([C:15]4[CH:16]=[C:17]([CH:20]=[CH:21][CH:22]=4)[CH2:18][NH2:19])[N:11]=[C:10]3[N:23]3[CH2:28][CH2:27][O:26][CH2:25][CH2:24]3)=[C:5]2[CH:4]=[CH:3]1.[C:29](Cl)(=[O:31])[CH3:30], predict the reaction product. The product is: [CH3:1][N:2]1[C:6]2=[CH:7][CH:8]=[C:9]3[C:14]([N:13]=[C:12]([C:15]4[CH:16]=[C:17]([CH:20]=[CH:21][CH:22]=4)[CH2:18][NH:19][C:29](=[O:31])[CH3:30])[N:11]=[C:10]3[N:23]3[CH2:28][CH2:27][O:26][CH2:25][CH2:24]3)=[C:5]2[CH:4]=[CH:3]1. (3) The product is: [CH2:25]([N:27]([CH2:28][C:29]([OH:31])=[O:30])[C:52]([C:37]1[CH:38]=[C:39]2[C:34](=[CH:35][CH:36]=1)[N:33]([CH3:32])[C:45]1[CH2:44][CH2:43][CH:42]([CH:46]3[CH2:51][CH2:50][O:49][CH2:48][CH2:47]3)[CH2:41][C:40]2=1)=[O:53])[CH3:26]. Given the reactants CN(C(ON1N=NC2C=CC=NC1=2)=[N+](C)C)C.F[P-](F)(F)(F)(F)F.[CH2:25]([NH:27][CH2:28][C:29]([OH:31])=[O:30])[CH3:26].[CH3:32][N:33]1[C:45]2[CH2:44][CH2:43][CH:42]([CH:46]3[CH2:51][CH2:50][O:49][CH2:48][CH2:47]3)[CH2:41][C:40]=2[C:39]2[C:34]1=[CH:35][CH:36]=[C:37]([C:52](O)=[O:53])[CH:38]=2.C(N(CC)C(C)C)(C)C, predict the reaction product. (4) Given the reactants [Br:1][C:2]1[CH:3]=[C:4]([CH:9]2[C:18]3[C:17](=[O:19])[CH2:16][N:15](C(OC=C)=O)[CH2:14][C:13]=3[NH:12][C:11]3[CH2:25][CH2:26][CH2:27][C:28](=[O:29])[C:10]2=3)[CH:5]=[CH:6][C:7]=1[F:8].[ClH:30], predict the reaction product. The product is: [ClH:30].[Br:1][C:2]1[CH:3]=[C:4]([CH:9]2[C:18]3[C:17](=[O:19])[CH2:16][NH:15][CH2:14][C:13]=3[NH:12][C:11]3[CH2:25][CH2:26][CH2:27][C:28](=[O:29])[C:10]2=3)[CH:5]=[CH:6][C:7]=1[F:8]. (5) Given the reactants [Cl:1][C:2]1[CH:7]=[C:6]2[NH:8][C:9](=[O:32])[C:10]3([CH:15]([C:16]4[CH:21]=[CH:20][CH:19]=[C:18]([Cl:22])[CH:17]=4)[CH2:14][C:13](=O)[NH:12][CH:11]3[C:24]3[CH:29]=[C:28]([F:30])[CH:27]=[CH:26][C:25]=3[CH3:31])[C:5]2=[CH:4][C:3]=1[F:33].[BH4-].[Na+], predict the reaction product. The product is: [Cl:1][C:2]1[CH:7]=[C:6]2[NH:8][C:9](=[O:32])[C:10]3([CH:15]([C:16]4[CH:21]=[CH:20][CH:19]=[C:18]([Cl:22])[CH:17]=4)[CH2:14][CH2:13][NH:12][CH:11]3[C:24]3[CH:29]=[C:28]([F:30])[CH:27]=[CH:26][C:25]=3[CH3:31])[C:5]2=[CH:4][C:3]=1[F:33]. (6) Given the reactants C(OC(=O)[NH:7][C@H:8]1[CH2:13][C@@H:12]([N:14]2[CH2:21][C:20]3[C:16](=[N:17][N:18]([S:22]([CH:25]4[CH2:29][CH2:28][CH2:27][CH2:26]4)(=[O:24])=[O:23])[CH:19]=3)[CH2:15]2)[CH2:11][O:10][C@@H:9]1[C:30]1[CH:35]=[C:34]([F:36])[CH:33]=[CH:32][C:31]=1[F:37])CCC.[F:39][C:40]([F:45])([F:44])[C:41]([OH:43])=[O:42], predict the reaction product. The product is: [F:39][C:40]([F:45])([F:44])[C:41]([OH:43])=[O:42].[F:37][C:31]1[CH:32]=[CH:33][C:34]([F:36])=[CH:35][C:30]=1[C@@H:9]1[C@@H:8]([NH2:7])[CH2:13][C@@H:12]([N:14]2[CH2:21][C:20]3[C:16](=[N:17][N:18]([S:22]([CH:25]4[CH2:29][CH2:28][CH2:27][CH2:26]4)(=[O:23])=[O:24])[CH:19]=3)[CH2:15]2)[CH2:11][O:10]1.